Task: Regression. Given a peptide amino acid sequence and an MHC pseudo amino acid sequence, predict their binding affinity value. This is MHC class I binding data.. Dataset: Peptide-MHC class I binding affinity with 185,985 pairs from IEDB/IMGT (1) The peptide sequence is LDHTRPTA. The MHC is H-2-Kd with pseudo-sequence H-2-Kd. The binding affinity (normalized) is 0.513. (2) The binding affinity (normalized) is 0.0905. The MHC is HLA-A02:06 with pseudo-sequence HLA-A02:06. The peptide sequence is LITNTKSDNI. (3) The peptide sequence is GSVNVVYTF. The MHC is HLA-B07:02 with pseudo-sequence HLA-B07:02. The binding affinity (normalized) is 0. (4) The peptide sequence is NDINVELSL. The MHC is Mamu-A07 with pseudo-sequence Mamu-A07. The binding affinity (normalized) is 0. (5) The peptide sequence is YLVAYQAKV. The MHC is HLA-A02:02 with pseudo-sequence HLA-A02:02. The binding affinity (normalized) is 0.677. (6) The peptide sequence is GYIPIERVL. The MHC is HLA-B15:01 with pseudo-sequence HLA-B15:01. The binding affinity (normalized) is 0.0847. (7) The peptide sequence is RYPLTFGW. The MHC is HLA-B07:02 with pseudo-sequence HLA-B07:02. The binding affinity (normalized) is 0.121. (8) The MHC is H-2-Kb with pseudo-sequence H-2-Kb. The binding affinity (normalized) is 0.301. The peptide sequence is CSQTSYQYLI. (9) The peptide sequence is IVIIVLIVI. The MHC is H-2-Db with pseudo-sequence H-2-Db. The binding affinity (normalized) is 0.